Dataset: Reaction yield outcomes from USPTO patents with 853,638 reactions. Task: Predict the reaction yield, written as a fraction of the theoretical maximum amount of product (1.0 means a 100% yield; for example, 0.34 means a 34% yield). (1) The reactants are C(O[C:4]([CH2:6][CH2:7][CH2:8][O:9][C:10]1[CH:19]=[C:18]2[C:13]([CH2:14][CH2:15][CH2:16][C:17]2=[O:20])=[CH:12][CH:11]=1)=[O:5])C.C(N(CC)C(C)C)(C)C.[NH:30]1[CH2:35][CH2:34][O:33][CH2:32][CH2:31]1. The catalyst is C(Cl)Cl. The product is [N:30]1([C:4](=[O:5])[CH2:6][CH2:7][CH2:8][O:9][C:10]2[CH:19]=[C:18]3[C:13]([CH2:14][CH2:15][CH2:16][C:17]3=[O:20])=[CH:12][CH:11]=2)[CH2:35][CH2:34][O:33][CH2:32][CH2:31]1. The yield is 0.860. (2) The reactants are [NH2:1]/[C:2](=[N:14]\[OH:15])/[CH:3]1[CH2:6][N:5]([C:7]([O:9][C:10]([CH3:13])([CH3:12])[CH3:11])=[O:8])[CH2:4]1.[CH3:16][CH2:17]N(C(C)C)C(C)C.C(Cl)(=O)C. The catalyst is C(#N)C. The product is [CH3:16][C:17]1[O:15][N:14]=[C:2]([CH:3]2[CH2:4][N:5]([C:7]([O:9][C:10]([CH3:12])([CH3:11])[CH3:13])=[O:8])[CH2:6]2)[N:1]=1. The yield is 0.550. (3) The reactants are [NH2:1][C:2]1[C:10]([Cl:11])=[CH:9][C:5]([C:6]([OH:8])=O)=[C:4]([O:12][CH3:13])[CH:3]=1.CN1CCOCC1.ClC(OCC(C)C)=O.C(O)(=O)CCC(O)=O.[N:37]1([CH2:42][CH2:43][CH2:44][N:45]2[CH2:50][CH2:49][CH:48]([CH2:51][NH2:52])[CH2:47][CH2:46]2)[CH:41]=[CH:40][N:39]=[N:38]1. The catalyst is ClCCl.O.C(N(CC)CC)C. The product is [N:37]1([CH2:42][CH2:43][CH2:44][N:45]2[CH2:46][CH2:47][CH:48]([CH2:51][NH:52][C:6](=[O:8])[C:5]3[CH:9]=[C:10]([Cl:11])[C:2]([NH2:1])=[CH:3][C:4]=3[O:12][CH3:13])[CH2:49][CH2:50]2)[CH:41]=[CH:40][N:39]=[N:38]1. The yield is 0.900. (4) The reactants are [CH3:1][NH:2][CH3:3].[CH2:4]=O.[N+:6]([C:9]1[CH:17]=[C:16]2[C:12]([CH:13]=[CH:14][NH:15]2)=[CH:11][CH:10]=1)([O-:8])=[O:7].[OH-].[Na+]. The catalyst is C(O)(=O)C. The product is [CH3:1][N:2]([CH3:4])[CH2:3][C:13]1[C:12]2[C:16](=[CH:17][C:9]([N+:6]([O-:8])=[O:7])=[CH:10][CH:11]=2)[NH:15][CH:14]=1. The yield is 0.870. (5) The reactants are [F:1][C:2]1[CH:10]=[N:9][CH:8]=[CH:7][C:3]=1[C:4]([OH:6])=O.[CH2:11]([O:18][C:19]1[CH:25]=[CH:24][CH:23]=[CH:22][C:20]=1[NH2:21])[C:12]1[CH:17]=[CH:16][CH:15]=[CH:14][CH:13]=1.F[P-](F)(F)(F)(F)F.N1(O[P+](N(C)C)(N(C)C)N(C)C)C2C=CC=CC=2N=N1.O. The catalyst is CN(C=O)C. The product is [CH2:11]([O:18][C:19]1[CH:25]=[CH:24][CH:23]=[CH:22][C:20]=1[NH:21][C:4](=[O:6])[C:3]1[CH:7]=[CH:8][N:9]=[CH:10][C:2]=1[F:1])[C:12]1[CH:13]=[CH:14][CH:15]=[CH:16][CH:17]=1. The yield is 0.970. (6) The reactants are Cl.[NH:2]1[CH2:7][CH2:6][O:5][CH2:4][CH:3]1[C:8]([O:10]C)=O.[CH3:12][CH:13]([NH2:15])[CH3:14]. No catalyst specified. The product is [CH:13]([NH:15][C:8]([CH:3]1[CH2:4][O:5][CH2:6][CH2:7][NH:2]1)=[O:10])([CH3:14])[CH3:12]. The yield is 0.950. (7) The reactants are [CH3:1][C:2]1[CH:3]=[C:4]([O:20][C:21]2[CH:22]=[N:23][C:24]([S:27]([CH3:30])(=[O:29])=[O:28])=[CH:25][CH:26]=2)[CH:5]=[C:6]2[C:10]=1[NH:9][C:8]([C:11]1[S:12][CH:13]([CH2:16][C:17](O)=[O:18])[CH2:14][N:15]=1)=[CH:7]2.O[N:32]1[C:36]2[CH:37]=[CH:38][CH:38]=[CH:37][C:36]=2[N:32]=N1.Cl.[CH2:42](N=C=NCCCN(C)C)C.[OH2:53]. The catalyst is CN(C)C=O. The product is [OH:53][C:37]([CH3:38])([CH3:42])[CH2:36][NH:32][C:17](=[O:18])[CH2:16][CH:13]1[S:12][C:11]([C:8]2[NH:9][C:10]3[C:6]([CH:7]=2)=[CH:5][C:4]([O:20][C:21]2[CH:22]=[N:23][C:24]([S:27]([CH3:30])(=[O:28])=[O:29])=[CH:25][CH:26]=2)=[CH:3][C:2]=3[CH3:1])=[N:15][CH2:14]1. The yield is 0.810. (8) The reactants are Br[CH2:2][C:3]([C:5]1[CH:6]=[CH:7][C:8]2[O:12][C:11]3([CH3:19])[CH:13]4[CH2:17][C:16]([CH3:18])([C:10]3([CH3:20])[C:9]=2[CH:21]=1)[CH2:15][CH2:14]4)=[O:4].[OH:22][C:23]1[CH:24]=[C:25]([CH:30]=[CH:31][C:32]=1[I:33])[C:26]([O:28][CH3:29])=[O:27].C(=O)([O-])[O-].[K+].[K+]. The catalyst is C(C(C)=O)C. The product is [CH3:18][C:16]12[CH2:17][CH:13]([C:11]3([CH3:19])[C:10]1([CH3:20])[C:9]1[CH:21]=[C:5]([C:3]([CH2:2][O:22][C:23]4[CH:24]=[C:25]([CH:30]=[CH:31][C:32]=4[I:33])[C:26]([O:28][CH3:29])=[O:27])=[O:4])[CH:6]=[CH:7][C:8]=1[O:12]3)[CH2:14][CH2:15]2. The yield is 0.820. (9) The yield is 0.870. The product is [CH2:3]([O:5][C:6]([C:8]1[O:9][C:10]2[C:15]([C:16](=[O:25])[C:17]=1[C:18]1[CH:23]=[CH:22][C:21]([F:24])=[CH:20][CH:19]=1)=[CH:14][C:13]([CH2:26][CH3:27])=[C:12]([O:28][CH3:29])[CH:11]=2)=[O:7])[CH3:4]. The reactants are IC.[CH2:3]([O:5][C:6]([C:8]1[O:9][C:10]2[C:15]([C:16](=[O:25])[C:17]=1[C:18]1[CH:23]=[CH:22][C:21]([F:24])=[CH:20][CH:19]=1)=[CH:14][C:13]([CH2:26][CH3:27])=[C:12]([OH:28])[CH:11]=2)=[O:7])[CH3:4].[C:29](=O)([O-])[O-].[K+].[K+]. The catalyst is CC(C)=O.